This data is from Forward reaction prediction with 1.9M reactions from USPTO patents (1976-2016). The task is: Predict the product of the given reaction. (1) Given the reactants [CH3:1][C:2]([S:5]([NH:7][C:8]([C:24]1[CH:29]=[CH:28][C:27]([O:30][CH2:31][CH2:32][CH2:33][C:34]([F:37])([F:36])[F:35])=[CH:26][CH:25]=1)([C:13]([F:23])([F:22])[C:14](=[O:21])[N:15]1[CH2:20][CH2:19][CH2:18][CH2:17][CH2:16]1)[C:9]([F:12])([F:11])[F:10])=[O:6])([CH3:4])[CH3:3].[H-].[Na+].[CH:40]1[CH:45]=[CH:44][C:43]([CH2:46]Br)=[CH:42][CH:41]=1, predict the reaction product. The product is: [CH2:46]([N:7]([C:8]([C:24]1[CH:29]=[CH:28][C:27]([O:30][CH2:31][CH2:32][CH2:33][C:34]([F:37])([F:35])[F:36])=[CH:26][CH:25]=1)([C:13]([F:22])([F:23])[C:14](=[O:21])[N:15]1[CH2:20][CH2:19][CH2:18][CH2:17][CH2:16]1)[C:9]([F:10])([F:11])[F:12])[S:5]([C:2]([CH3:1])([CH3:3])[CH3:4])=[O:6])[C:43]1[CH:44]=[CH:45][CH:40]=[CH:41][CH:42]=1. (2) Given the reactants [N:1]1[CH:6]=[CH:5][C:4](/[CH:7]=[CH:8]/[C:9]2[C:17]3[C:12](=[CH:13][C:14](/[CH:18]=[C:19]4/[C:20](=[O:28])[NH:21][C:22]5[C:27]/4=[CH:26][CH:25]=[CH:24][CH:23]=5)=[CH:15][CH:16]=3)[N:11](COCC[Si](C)(C)C)[N:10]=2)=[CH:3][CH:2]=1.B(F)(F)F.CCOCC.OCN1C2C(=CC=C(/C=C3/C(=O)NC4C/3=CC=CC=4)C=2)C(/C=C/C2C=CN=CC=2)=N1, predict the reaction product. The product is: [N:1]1[CH:6]=[CH:5][C:4](/[CH:7]=[CH:8]/[C:9]2[C:17]3[C:12](=[CH:13][C:14](/[CH:18]=[C:19]4/[C:20](=[O:28])[NH:21][C:22]5[C:27]/4=[CH:26][CH:25]=[CH:24][CH:23]=5)=[CH:15][CH:16]=3)[NH:11][N:10]=2)=[CH:3][CH:2]=1. (3) Given the reactants Br[C:2]1[CH:3]=[CH:4][C:5]([NH:8][CH2:9][CH3:10])=[N:6][CH:7]=1.[CH3:11][Si:12]([CH3:16])([CH3:15])[C:13]#[CH:14].C1(P(C2C=CC=CC=2)C2C=CC=CC=2)C=CC=CC=1.C(N(CC)CC)C, predict the reaction product. The product is: [CH2:9]([NH:8][C:5]1[CH:4]=[CH:3][C:2]([C:14]#[C:13][Si:12]([CH3:16])([CH3:15])[CH3:11])=[CH:7][N:6]=1)[CH3:10]. (4) Given the reactants N1C=CN=C1CN1C(=O)COC2N=C(C3C=CC(C4(N)CCC4)=CC=3)C(C3C=CC=CC=3)=CC1=2.[CH3:35][N:36]1[C:41]2[CH:42]=[C:43]([C:64]3[CH:69]=[CH:68][CH:67]=[CH:66][CH:65]=3)[C:44]([C:46]3[CH:51]=[CH:50][C:49]([C:52]4([NH:56]C(=O)OC(C)(C)C)[CH2:55][CH2:54][CH2:53]4)=[CH:48][CH:47]=3)=[N:45][C:40]=2[CH2:39][NH:38][C:37]1=[O:70], predict the reaction product. The product is: [NH2:56][C:52]1([C:49]2[CH:48]=[CH:47][C:46]([C:44]3[C:43]([C:64]4[CH:69]=[CH:68][CH:67]=[CH:66][CH:65]=4)=[CH:42][C:41]4[N:36]([CH3:35])[C:37](=[O:70])[NH:38][CH2:39][C:40]=4[N:45]=3)=[CH:51][CH:50]=2)[CH2:53][CH2:54][CH2:55]1. (5) Given the reactants [CH:1]1([C:6](Cl)=[O:7])[CH2:5][CH2:4][CH2:3][CH2:2]1.[C:9]([O:13][C:14](=[O:36])[CH2:15][N:16]1[C:20]2[CH:21]=[CH:22][C:23]([NH:25][CH2:26][C:27]3[CH:32]=[CH:31][CH:30]=[CH:29][CH:28]=3)=[CH:24][C:19]=2[N:18]=[C:17]1[CH2:33][CH2:34][CH3:35])([CH3:12])([CH3:11])[CH3:10].CCN(C(C)C)C(C)C, predict the reaction product. The product is: [C:9]([O:13][C:14](=[O:36])[CH2:15][N:16]1[C:20]2[CH:21]=[CH:22][C:23]([N:25]([CH2:26][C:27]3[CH:28]=[CH:29][CH:30]=[CH:31][CH:32]=3)[C:6]([CH:1]3[CH2:5][CH2:4][CH2:3][CH2:2]3)=[O:7])=[CH:24][C:19]=2[N:18]=[C:17]1[CH2:33][CH2:34][CH3:35])([CH3:12])([CH3:11])[CH3:10]. (6) The product is: [Cl-:8].[CH:1]([C:3]1[CH:10]=[CH:9][C:6]([CH2:7][N+:14]2([CH2:13][CH2:12][OH:11])[CH2:19][CH2:18][CH2:17][CH2:16][CH2:15]2)=[CH:5][CH:4]=1)=[CH2:2]. Given the reactants [CH:1]([C:3]1[CH:10]=[CH:9][C:6]([CH2:7][Cl:8])=[CH:5][CH:4]=1)=[CH2:2].[OH:11][CH2:12][CH2:13][N:14]1[CH2:19][CH2:18][CH2:17][CH2:16][CH2:15]1, predict the reaction product. (7) Given the reactants C[Al](C)C.[CH2:5]([NH2:8])[CH2:6][NH2:7].CO[C:11]([C:13]1[N:14]=[N:15][N:16]([CH2:24][C:25]2[CH:30]=[C:29]([C:31]([F:34])([F:33])[F:32])[CH:28]=[C:27]([C:35]([F:38])([F:37])[F:36])[CH:26]=2)[C:17]=1[C:18]1[CH:23]=[CH:22][CH:21]=[CH:20][CH:19]=1)=O.O, predict the reaction product. The product is: [F:36][C:35]([F:37])([F:38])[C:27]1[CH:26]=[C:25]([CH:30]=[C:29]([C:31]([F:34])([F:33])[F:32])[CH:28]=1)[CH2:24][N:16]1[C:17]([C:18]2[CH:23]=[CH:22][CH:21]=[CH:20][CH:19]=2)=[C:13]([C:11]2[NH:7][CH2:6][CH2:5][N:8]=2)[N:14]=[N:15]1. (8) Given the reactants [CH3:1][NH:2][CH:3]1[CH2:16][C:15]2[C:6]([CH3:25])([CH:7]3[CH:12]([CH2:13][CH:14]=2)[CH:11]2[CH2:17][CH2:18][CH:19]4[CH:20]([CH3:24])[N:21]([CH3:23])[CH2:22][C:10]24[CH2:9][CH2:8]3)[CH2:5][CH2:4]1.[CH2:26]([S:28](Cl)(=[O:30])=[O:29])[CH3:27].C(N(CC)CC)C, predict the reaction product. The product is: [CH3:1][N:2]([CH:3]1[CH2:16][C:15]2[C:6]([CH3:25])([CH:7]3[CH:12]([CH2:13][CH:14]=2)[CH:11]2[CH2:17][CH2:18][CH:19]4[CH:20]([CH3:24])[N:21]([CH3:23])[CH2:22][C:10]24[CH2:9][CH2:8]3)[CH2:5][CH2:4]1)[S:28]([CH2:26][CH3:27])(=[O:30])=[O:29].